The task is: Predict the product of the given reaction.. This data is from Forward reaction prediction with 1.9M reactions from USPTO patents (1976-2016). (1) Given the reactants [NH:1]1[C:5]2[CH:6]=[CH:7][C:8]([C:10]3[NH:11][C:12]4[N:13]([N:17]=[CH:18][C:19]=4[C:20]([OH:22])=O)[C:14](=[O:16])[CH:15]=3)=[CH:9][C:4]=2[N:3]=[N:2]1.C1N=CN(C(N2C=NC=C2)=O)C=1.[CH2:35]([NH2:38])[C:36]#[CH:37], predict the reaction product. The product is: [NH:1]1[C:5]2[CH:6]=[CH:7][C:8]([C:10]3[NH:11][C:12]4[N:13]([N:17]=[CH:18][C:19]=4[C:20]([NH:38][CH2:35][C:36]#[CH:37])=[O:22])[C:14](=[O:16])[CH:15]=3)=[CH:9][C:4]=2[N:3]=[N:2]1. (2) The product is: [P:1]([O:8][CH2:9][CH:10]([CH3:12])[CH3:11])([O:3][CH2:4][CH:5]([CH3:7])[CH3:6])([O:24][CH2:20][CH2:21][CH2:22][CH3:23])=[O:2]. Given the reactants [P:1](Cl)([O:8][CH2:9][CH:10]([CH3:12])[CH3:11])([O:3][CH2:4][CH:5]([CH3:7])[CH3:6])=[O:2].N1C=CC=CC=1.[CH2:20]([OH:24])[CH2:21][CH2:22][CH3:23], predict the reaction product.